This data is from Full USPTO retrosynthesis dataset with 1.9M reactions from patents (1976-2016). The task is: Predict the reactants needed to synthesize the given product. (1) Given the product [CH2:21]([N:22]1[C:17](=[O:41])[CH:18]=[CH:3][C:1]1=[O:7])[CH3:20], predict the reactants needed to synthesize it. The reactants are: [C:1]([OH:7])([C:3](F)(F)F)=O.CN(C(ON1N=N[C:18]2C=[CH:20][CH:21]=[N:22][C:17]1=2)=[N+](C)C)C.F[P-](F)(F)(F)(F)F.C1C=NC2N([OH:41])N=NC=2C=1.C(N(C(C)C)C(C)C)C.FC(F)(F)CO. (2) Given the product [NH2:17][C:9]1[C:8]2[N:18]=[C:5]([CH2:4][NH2:1])[N:6]([CH2:19][CH:20]([CH3:22])[CH3:21])[C:7]=2[C:16]2[CH:15]=[CH:14][CH:13]=[CH:12][C:11]=2[N:10]=1, predict the reactants needed to synthesize it. The reactants are: [N:1]([CH2:4][C:5]1[N:6]([CH2:19][CH:20]([CH3:22])[CH3:21])[C:7]2[C:16]3[CH:15]=[CH:14][CH:13]=[CH:12][C:11]=3[N:10]=[C:9]([NH2:17])[C:8]=2[N:18]=1)=[N+]=[N-].[H][H]. (3) Given the product [CH3:1][S:2][C:3]1[CH:10]=[CH:9][C:6]([CH2:7][C:11]#[N:12])=[CH:5][CH:4]=1, predict the reactants needed to synthesize it. The reactants are: [CH3:1][S:2][C:3]1[CH:10]=[CH:9][C:6]([CH2:7]Cl)=[CH:5][CH:4]=1.[C-:11]#[N:12].[Na+].[Cl-].O.